Task: Predict the reactants needed to synthesize the given product.. Dataset: Full USPTO retrosynthesis dataset with 1.9M reactions from patents (1976-2016) (1) Given the product [Cl:10][C:11]1[CH:16]=[C:15]([CH:17]([F:7])[CH3:18])[CH:14]=[CH:13][N:12]=1, predict the reactants needed to synthesize it. The reactants are: C(N(S(F)(F)[F:7])CC)C.[Cl:10][C:11]1[CH:16]=[C:15]([CH:17](O)[CH3:18])[CH:14]=[CH:13][N:12]=1. (2) Given the product [C:1]([CH:3]([CH2:19][C:20]([C:22]1[C:23]([F:29])=[CH:24][CH:25]=[CH:26][C:27]=1[F:28])=[O:21])[C:4]([O:6][CH2:7][CH3:8])=[O:5])#[N:2], predict the reactants needed to synthesize it. The reactants are: [C:1]([CH2:3][C:4]([O:6][CH2:7][CH3:8])=[O:5])#[N:2].C(N(C(C)C)CC)(C)C.Br[CH2:19][C:20]([C:22]1[C:27]([F:28])=[CH:26][CH:25]=[CH:24][C:23]=1[F:29])=[O:21]. (3) The reactants are: [CH2:1]([C@H:3]1[C:11]2[C:6](=[CH:7][C:8]([C:12](=[O:26])[NH:13][CH2:14][C:15]3[CH:20]=[CH:19][C:18]([S:21]([CH2:24][CH3:25])(=[O:23])=[O:22])=[CH:17][N:16]=3)=[CH:9][CH:10]=2)[CH2:5][N:4]1C(OC(C)(C)C)=O)[CH3:2].Cl.O1CCOCC1.[OH-].[Na+]. Given the product [CH2:1]([C@H:3]1[C:11]2[C:6](=[CH:7][C:8]([C:12]([NH:13][CH2:14][C:15]3[CH:20]=[CH:19][C:18]([S:21]([CH2:24][CH3:25])(=[O:23])=[O:22])=[CH:17][N:16]=3)=[O:26])=[CH:9][CH:10]=2)[CH2:5][NH:4]1)[CH3:2], predict the reactants needed to synthesize it. (4) The reactants are: [C:1]([O-:12])(=O)[CH2:2][CH2:3][CH2:4][CH2:5][CH2:6][CH2:7][CH2:8][CH2:9]C.C([P+]([CH2:40][CH2:41][CH2:42][CH2:43][CH2:44][CH3:45])(CCCCCC)CCCCCCCCCCCCCC)CCCCC.C1(C#C[Mg]Br)C=CC=CC=1.C(=O)C1C=CC=CC=1. Given the product [C:40]1([CH:1]([OH:12])[C:2]#[C:3][C:4]2[CH:5]=[CH:6][CH:7]=[CH:8][CH:9]=2)[CH:41]=[CH:42][CH:43]=[CH:44][CH:45]=1, predict the reactants needed to synthesize it. (5) Given the product [CH:13]1[C:14]2[C:9](=[N:8][C:7]([CH2:6][NH:5][C:3](=[O:4])[CH2:2][N:21]3[CH2:32][CH2:31][NH:30][CH2:29][CH2:28][NH:27][CH2:26][CH2:25][NH:24][CH2:23][CH2:22]3)=[C:20]3[C:15]=2[CH:16]=[CH:17][CH:18]=[CH:19]3)[CH:10]=[CH:11][CH:12]=1, predict the reactants needed to synthesize it. The reactants are: Cl[CH2:2][C:3]([NH:5][CH2:6][C:7]1[N:8]=[C:9]2[C:14](=[C:15]3[C:20]=1[CH:19]=[CH:18][CH:17]=[CH:16]3)[CH:13]=[CH:12][CH:11]=[CH:10]2)=[O:4].[NH:21]1[CH2:32][CH2:31][NH:30][CH2:29][CH2:28][NH:27][CH2:26][CH2:25][NH:24][CH2:23][CH2:22]1.C(N(CC)CC)C. (6) Given the product [Cl:18][C:19]1[CH:24]=[CH:23][C:22]([S:25]([N:9]2[C:10]3=[N:11][CH:12]=[CH:13][CH:14]=[C:15]3[C:7]([CH2:6][C:5]([OH:4])=[O:17])=[C:8]2[CH3:16])(=[O:26])=[O:27])=[CH:21][C:20]=1[C:29]#[N:30], predict the reactants needed to synthesize it. The reactants are: [H-].[Na+].C[O:4][C:5](=[O:17])[CH2:6][C:7]1[C:15]2[C:10](=[N:11][CH:12]=[CH:13][CH:14]=2)[NH:9][C:8]=1[CH3:16].[Cl:18][C:19]1[CH:24]=[CH:23][C:22]([S:25](Cl)(=[O:27])=[O:26])=[CH:21][C:20]=1[C:29]#[N:30]. (7) Given the product [Cl:12][C:10]1[CH:11]=[C:2]([NH:1][CH2:24][C:26]2[N:27]=[C:28]([CH3:35])[N:29]([CH2:31][C:32]([NH2:34])=[O:33])[CH:30]=2)[CH:3]=[C:4]2[C:9]=1[N:8]=[CH:7][C:6]([C:13]#[N:14])=[C:5]2[NH:15][C:16]1[CH:21]=[CH:20][C:19]([F:22])=[C:18]([Cl:23])[CH:17]=1, predict the reactants needed to synthesize it. The reactants are: [NH2:1][C:2]1[CH:3]=[C:4]2[C:9](=[C:10]([Cl:12])[CH:11]=1)[N:8]=[CH:7][C:6]([C:13]#[N:14])=[C:5]2[NH:15][C:16]1[CH:21]=[CH:20][C:19]([F:22])=[C:18]([Cl:23])[CH:17]=1.[CH:24]([C:26]1[N:27]=[C:28]([CH3:35])[N:29]([CH2:31][C:32]([NH2:34])=[O:33])[CH:30]=1)=O.[BH3-]C#N.[Na+].